From a dataset of Forward reaction prediction with 1.9M reactions from USPTO patents (1976-2016). Predict the product of the given reaction. (1) Given the reactants [NH2:1][C:2]1[C:11]2[N:12]=[C:13]([CH2:20][CH2:21][O:22][CH3:23])[N:14]([CH2:15][C:16]([OH:19])([CH3:18])[CH3:17])[C:10]=2[C:9]2[CH:8]=[CH:7][C:6]([OH:24])=[CH:5][C:4]=2[N:3]=1.C(=O)([O-])[O-].[Cs+].[Cs+].Br[CH2:32][C:33]1[CH:37]=[C:36]([CH3:38])[O:35][N:34]=1.[Cl-].[Na+], predict the reaction product. The product is: [NH2:1][C:2]1[C:11]2[N:12]=[C:13]([CH2:20][CH2:21][O:22][CH3:23])[N:14]([CH2:15][C:16]([CH3:18])([OH:19])[CH3:17])[C:10]=2[C:9]2[CH:8]=[CH:7][C:6]([O:24][CH2:32][C:33]3[CH:37]=[C:36]([CH3:38])[O:35][N:34]=3)=[CH:5][C:4]=2[N:3]=1. (2) Given the reactants [CH2:10]([S:9][S:9][CH2:10][CH2:11][C@@H:12]([NH2:16])[C:13]([OH:15])=[O:14])[CH2:11][C@@H:12]([NH2:16])[C:13]([OH:15])=[O:14].[Na].Br[CH:19]([CH3:21])[CH3:20].[C:22](O[C:22]([O:24][C:25]([CH3:28])([CH3:27])[CH3:26])=[O:23])([O:24][C:25]([CH3:28])([CH3:27])[CH3:26])=[O:23], predict the reaction product. The product is: [C:25]([O:24][C:22]([NH:16][C@H:12]([CH2:11][CH2:10][S:9][CH:19]([CH3:21])[CH3:20])[C:13]([OH:15])=[O:14])=[O:23])([CH3:28])([CH3:27])[CH3:26]. (3) Given the reactants FC(F)(F)C(O)=O.[Cl:8][C:9]1[C:10]([Cl:47])=[CH:11][C:12]2[O:17][CH2:16][C:15](=[O:18])[N:14]([CH2:19][C:20]([N:22]([CH3:45])[C@H:23]([C:30]3[CH:35]=[CH:34][C:33]([C:36]4[CH:41]=[CH:40][CH:39]=[C:38]([C:42]([NH2:44])=[O:43])[CH:37]=4)=[CH:32][CH:31]=3)[CH2:24][N:25]3[CH2:29][CH2:28][CH2:27][CH2:26]3)=[O:21])[C:13]=2[CH:46]=1.C(=O)(O)[O-].[Na+].O, predict the reaction product. The product is: [ClH:8].[Cl:8][C:9]1[C:10]([Cl:47])=[CH:11][C:12]2[O:17][CH2:16][C:15](=[O:18])[N:14]([CH2:19][C:20]([N:22]([CH3:45])[C@H:23]([C:30]3[CH:31]=[CH:32][C:33]([C:36]4[CH:41]=[CH:40][CH:39]=[C:38]([C:42]([NH2:44])=[O:43])[CH:37]=4)=[CH:34][CH:35]=3)[CH2:24][N:25]3[CH2:29][CH2:28][CH2:27][CH2:26]3)=[O:21])[C:13]=2[CH:46]=1. (4) Given the reactants [NH2:1][CH2:2][C@H:3]1[N:8]([C:9]([C:11]2[N:12]=[C:13]([CH3:23])[S:14][C:15]=2[C:16]2[CH:17]=[C:18]([CH3:22])[CH:19]=[CH:20][CH:21]=2)=[O:10])[CH2:7][C@H:6]2[C@@H:4]1[CH2:5]2.[CH3:24][C:25]1[N:26]2[CH:35]=[CH:34][N:33]=[C:27]2[S:28][C:29]=1[C:30](O)=[O:31], predict the reaction product. The product is: [CH3:23][C:13]1[S:14][C:15]([C:16]2[CH:17]=[C:18]([CH3:22])[CH:19]=[CH:20][CH:21]=2)=[C:11]([C:9]([N:8]2[CH2:7][C@H:6]3[C@H:4]([CH2:5]3)[C@H:3]2[CH2:2][NH:1][C:30]([C:29]2[S:28][C:27]3=[N:33][CH:34]=[CH:35][N:26]3[C:25]=2[CH3:24])=[O:31])=[O:10])[N:12]=1. (5) Given the reactants [N+:1]([C:4]1[CH:9]=[CH:8][C:7]([NH:10][C:11]2[N:19]([CH2:20][CH2:21]O)[C:14]3=[N:15][CH:16]=[CH:17][CH:18]=[C:13]3[N:12]=2)=[CH:6][CH:5]=1)([O-:3])=[O:2].C(N(CC)CC)C.O, predict the reaction product. The product is: [N+:1]([C:4]1[CH:9]=[CH:8][C:7]([N:10]2[C:11]3=[N:12][C:13]4[C:14](=[N:15][CH:16]=[CH:17][CH:18]=4)[N:19]3[CH2:20][CH2:21]2)=[CH:6][CH:5]=1)([O-:3])=[O:2]. (6) Given the reactants C(O)(C(F)(F)F)=O.[Cl:8][C:9]1[C:14]([O:15][CH3:16])=[CH:13][C:12]([O:17][CH3:18])=[C:11]([Cl:19])[C:10]=1[C:20]1[N:25]=[C:24]2[NH:26][N:27]=[C:28](I)[C:23]2=[CH:22][N:21]=1.[O:30]1[C:34]2[CH:35]=[CH:36][C:37](B(O)O)=[CH:38][C:33]=2[CH2:32][CH2:31]1, predict the reaction product. The product is: [Cl:8][C:9]1[C:14]([O:15][CH3:16])=[CH:13][C:12]([O:17][CH3:18])=[C:11]([Cl:19])[C:10]=1[C:20]1[N:25]=[C:24]2[NH:26][N:27]=[C:28]([C:37]3[CH:36]=[CH:35][C:34]4[O:30][CH2:31][CH2:32][C:33]=4[CH:38]=3)[C:23]2=[CH:22][N:21]=1.